This data is from Reaction yield outcomes from USPTO patents with 853,638 reactions. The task is: Predict the reaction yield, written as a fraction of the theoretical maximum amount of product (1.0 means a 100% yield; for example, 0.34 means a 34% yield). (1) The reactants are CN[C:3]([C:5]1[CH:10]=[C:9]([O:11][C:12]2[CH:17]=[CH:16][C:15]([NH2:18])=[CH:14][CH:13]=2)[CH:8]=[CH:7][N:6]=1)=[O:4].[OH-:19].[K+].Cl.[CH3:22][Si](Cl)(C)C. The catalyst is C(O)C.O. The product is [CH3:22][O:19][C:3]([C:5]1[CH:10]=[C:9]([O:11][C:12]2[CH:17]=[CH:16][C:15]([NH2:18])=[CH:14][CH:13]=2)[CH:8]=[CH:7][N:6]=1)=[O:4]. The yield is 0.420. (2) The reactants are [CH:1](=O)[C:2]1[C:3](=[CH:5][CH:6]=[CH:7][CH:8]=1)[OH:4].[CH2:10]([NH2:13])[CH2:11][NH2:12]. The catalyst is C(O)C. The product is [CH:1](=[N:12][CH2:11][CH2:10][N:13]=[CH:1][C:2]1[C:3](=[CH:5][CH:6]=[CH:7][CH:8]=1)[OH:4])[C:2]1[C:3](=[CH:5][CH:6]=[CH:7][CH:8]=1)[OH:4]. The yield is 0.980. (3) The reactants are [CH2:1]1[C:9]2[C:4](=[CH:5][C:6]([NH:10][C:11]3[C:19]4[C:18]5[CH2:20][NH:21][CH2:22][CH2:23][C:17]=5[NH:16][C:15]=4[N:14]=[CH:13][CH:12]=3)=[CH:7][CH:8]=2)[CH2:3][CH2:2]1.[C:24](OC(=O)C)(=[O:26])[CH3:25].C(N(CC)CC)C. The catalyst is ClCCCl. The product is [CH2:1]1[C:9]2[C:4](=[CH:5][C:6]([NH:10][C:11]3[C:19]4[C:18]5[CH2:20][N:21]([C:24](=[O:26])[CH3:25])[CH2:22][CH2:23][C:17]=5[NH:16][C:15]=4[N:14]=[CH:13][CH:12]=3)=[CH:7][CH:8]=2)[CH2:3][CH2:2]1. The yield is 0.250.